Regression. Given a peptide amino acid sequence and an MHC pseudo amino acid sequence, predict their binding affinity value. This is MHC class I binding data. From a dataset of Peptide-MHC class I binding affinity with 185,985 pairs from IEDB/IMGT. The peptide sequence is ELFYILIAK. The MHC is HLA-B48:01 with pseudo-sequence HLA-B48:01. The binding affinity (normalized) is 0.0847.